The task is: Predict which catalyst facilitates the given reaction.. This data is from Catalyst prediction with 721,799 reactions and 888 catalyst types from USPTO. (1) Reactant: [CH3:1][CH:2]([CH3:15])[CH2:3][NH:4][C:5]1[CH:14]=[CH:13][C:8]2[N:9]=[C:10]([SH:12])[S:11][C:7]=2[CH:6]=1.C(N(CC)C(C)C)(C)C.Cl[C:26]([O:28][CH:29]([CH3:31])[CH3:30])=[O:27]. Product: [SH:12][C:10]1[S:11][C:7]2[CH:6]=[C:5]([N:4]([CH2:3][CH:2]([CH3:15])[CH3:1])[C:26](=[O:27])[O:28][CH:29]([CH3:31])[CH3:30])[CH:14]=[CH:13][C:8]=2[N:9]=1. The catalyst class is: 21. (2) Reactant: Br[C:2]1[CH:7]=[CH:6][C:5]([Br:8])=[CH:4][N:3]=1.[Li]CCCC.[CH3:14][S:15]SC. Product: [Br:8][C:5]1[CH:6]=[CH:7][C:2]([S:15][CH3:14])=[N:3][CH:4]=1. The catalyst class is: 11. (3) Reactant: [CH2:1]([C:9]1[CH:14]=[CH:13][C:12]([OH:15])=[CH:11][CH:10]=1)[CH2:2][CH2:3][CH2:4][CH2:5][CH2:6][CH2:7][CH3:8].C([O-])([O-])=O.[K+].[K+].Br[CH2:23][C:24]([O:26][CH2:27][CH3:28])=[O:25]. Product: [CH2:1]([C:9]1[CH:10]=[CH:11][C:12]([O:15][CH2:23][C:24]([O:26][CH2:27][CH3:28])=[O:25])=[CH:13][CH:14]=1)[CH2:2][CH2:3][CH2:4][CH2:5][CH2:6][CH2:7][CH3:8]. The catalyst class is: 21. (4) Reactant: [NH2:1][C:2]1[C:3]([C:7]#[N:8])=[CH:4][S:5][CH:6]=1.N1C=CC=CC=1.[C:15](O[C:15]([O:17][C:18]([CH3:21])([CH3:20])[CH3:19])=[O:16])([O:17][C:18]([CH3:21])([CH3:20])[CH3:19])=[O:16]. Product: [C:7]([C:3]1[C:2]([NH:1][C:15](=[O:16])[O:17][C:18]([CH3:21])([CH3:20])[CH3:19])=[CH:6][S:5][CH:4]=1)#[N:8]. The catalyst class is: 2. (5) Reactant: [C:1]([O:5][C:6]([N:8]1[C@H:13]([C:14]([N:16]2[CH2:20][CH2:19][CH2:18][C@H:17]2[C:21]#[N:22])=[O:15])[C@H:12]2[CH2:23][C@@H:9]1[C@H:10]([O:24][CH2:25][C:26](O)=[O:27])[CH2:11]2)=[O:7])([CH3:4])([CH3:3])[CH3:2].[CH3:29][S:30]([NH2:33])(=[O:32])=[O:31].N12CCCN=C1CCCCC2. Product: [C:21]([C@@H:17]1[CH2:18][CH2:19][CH2:20][N:16]1[C:14]([C@@H:13]1[C@H:12]2[CH2:23][C@H:9]([C@H:10]([O:24][CH2:25][C:26]([NH:33][S:30]([CH3:29])(=[O:32])=[O:31])=[O:27])[CH2:11]2)[N:8]1[C:6]([O:5][C:1]([CH3:4])([CH3:3])[CH3:2])=[O:7])=[O:15])#[N:22]. The catalyst class is: 9.